From a dataset of Reaction yield outcomes from USPTO patents with 853,638 reactions. Predict the reaction yield, written as a fraction of the theoretical maximum amount of product (1.0 means a 100% yield; for example, 0.34 means a 34% yield). (1) The reactants are [Cl:1][C:2]1[CH:3]=[C:4]([N+:13]([O-])=O)[C:5]([CH3:12])=[C:6]([CH:11]=1)[C:7]([O:9][CH3:10])=[O:8].C(O)C.[NH4+].[Cl-]. The product is [NH2:13][C:4]1[C:5]([CH3:12])=[C:6]([CH:11]=[C:2]([Cl:1])[CH:3]=1)[C:7]([O:9][CH3:10])=[O:8]. The catalyst is [Fe]. The yield is 1.00. (2) The reactants are [Br:1][C:2]1[C:7]([C:8]([O:10][CH3:11])=[O:9])=[C:6]([N+:12]([O-])=O)[C:5]([NH:15][CH:16]([CH2:18]C(OCC)=O)[CH3:17])=[CH:4][CH:3]=1.[Sn](Cl)Cl.[C:27](OCC)(=[O:29])C.C(=O)([O-])O.[Na+]. The catalyst is C(O)C. The product is [Br:1][C:2]1[C:7]([C:8]([O:10][CH3:11])=[O:9])=[C:6]2[C:5]([NH:15][C:16]([CH3:17])([CH3:18])[C:27](=[O:29])[NH:12]2)=[CH:4][CH:3]=1. The yield is 0.700. (3) The catalyst is CCCCCCC.CCOC(C)=O. The yield is 0.320. The product is [CH2:24]([CH:28]1[CH2:33][CH2:32][N:31]([CH2:2][CH2:3][CH2:4][N:5]2[C:10](=[O:11])[CH2:9][S:8][C:7]3[CH:12]=[CH:13][N:14]=[CH:15][C:6]2=3)[CH2:30][CH2:29]1)[CH2:25][CH2:26][CH3:27]. The reactants are Cl[CH2:2][CH2:3][CH2:4][N:5]1[C:10](=[O:11])[CH2:9][S:8][C:7]2[CH:12]=[CH:13][N:14]=[CH:15][C:6]1=2.C([O-])([O-])=O.[K+].[K+].[Na+].[I-].[CH2:24]([CH:28]1[CH2:33][CH2:32][NH:31][CH2:30][CH2:29]1)[CH2:25][CH2:26][CH3:27]. (4) The reactants are [C:1]([CH:5]1[CH2:14][CH2:13][C:12]2[N:11]=[C:10]3[S:15][C:16]([S:26]([CH3:29])(=[O:28])=[O:27])=[C:17](OS(C(F)(F)F)(=O)=O)[C:9]3=[CH:8][C:7]=2[CH2:6]1)([CH3:4])([CH3:3])[CH3:2].[Li+].[Cl-].CCCC[SnH](CCCC)CCCC. The catalyst is C1COCC1.C1C=CC([P]([Pd]([P](C2C=CC=CC=2)(C2C=CC=CC=2)C2C=CC=CC=2)([P](C2C=CC=CC=2)(C2C=CC=CC=2)C2C=CC=CC=2)[P](C2C=CC=CC=2)(C2C=CC=CC=2)C2C=CC=CC=2)(C2C=CC=CC=2)C2C=CC=CC=2)=CC=1. The product is [C:1]([CH:5]1[CH2:14][CH2:13][C:12]2[N:11]=[C:10]3[S:15][C:16]([S:26]([CH3:29])(=[O:28])=[O:27])=[CH:17][C:9]3=[CH:8][C:7]=2[CH2:6]1)([CH3:4])([CH3:2])[CH3:3]. The yield is 0.700. (5) The reactants are [CH2:1]([N:5]1[C:13]2[N:12]=[C:11]([Cl:14])[N:10]([CH2:15][CH:16]=[CH2:17])[C:9]=2[C:8](=[O:18])[NH:7][C:6]1=[O:19])[CH2:2][CH2:3][CH3:4].[NH:20]1[CH:24]=[C:23]([CH2:25][CH2:26][CH2:27]O)[N:22]=[CH:21]1.C1C=CC(P(C2C=CC=CC=2)C2C=CC=CC=2)=CC=1.C1C=CC(COC(/N=N/C(OCC2C=CC=CC=2)=O)=O)=CC=1. The catalyst is C1COCC1. The product is [CH2:1]([N:5]1[C:13]2[N:12]=[C:11]([Cl:14])[N:10]([CH2:15][CH:16]=[CH2:17])[C:9]=2[C:8](=[O:18])[N:7]([CH2:27][CH2:26][CH2:25][C:23]2[N:22]=[CH:21][NH:20][CH:24]=2)[C:6]1=[O:19])[CH2:2][CH2:3][CH3:4]. The yield is 0.550.